From a dataset of Reaction yield outcomes from USPTO patents with 853,638 reactions. Predict the reaction yield, written as a fraction of the theoretical maximum amount of product (1.0 means a 100% yield; for example, 0.34 means a 34% yield). (1) The reactants are Br[C:2]1[CH:3]=[C:4]([C:8]2([C:18]3[CH:23]=[CH:22][N:21]=[C:20]([F:24])[CH:19]=3)[C:16]3[C:11](=[CH:12][CH:13]=[CH:14][CH:15]=3)[C:10]([NH2:17])=[N:9]2)[CH:5]=[CH:6][CH:7]=1.[F:25][C:26]1[C:31](B(O)O)=[CH:30][CH:29]=[CH:28][N:27]=1. No catalyst specified. The product is [F:24][C:20]1[CH:19]=[C:18]([C:8]2([C:4]3[CH:5]=[CH:6][CH:7]=[C:2]([C:31]4[C:26]([F:25])=[N:27][CH:28]=[CH:29][CH:30]=4)[CH:3]=3)[C:16]3[C:11](=[CH:12][CH:13]=[CH:14][CH:15]=3)[C:10]([NH2:17])=[N:9]2)[CH:23]=[CH:22][N:21]=1. The yield is 0.190. (2) The yield is 0.654. The product is [CH2:1]([O:17][C:40]([C:33]1([CH3:43])[CH2:32][CH2:31][C:30]2[C:35](=[C:36]([CH3:39])[C:37]([CH3:38])=[C:28]([OH:27])[C:29]=2[CH3:44])[O:34]1)=[O:41])[CH2:2][CH2:3][CH2:4][CH2:5][CH2:6][CH2:7][CH2:8][CH2:9][CH2:10][CH2:11][CH2:12][CH2:13][CH2:14][CH2:15][CH3:16]. The reactants are [CH2:1]([OH:17])[CH2:2][CH2:3][CH2:4][CH2:5][CH2:6][CH2:7][CH2:8][CH2:9][CH2:10][CH2:11][CH2:12][CH2:13][CH2:14][CH2:15][CH3:16].[I-].ClC1C=CC=C[N+]=1C.[OH:27][C:28]1[C:29]([CH3:44])=[C:30]2[C:35](=[C:36]([CH3:39])[C:37]=1[CH3:38])[O:34][C:33]([CH3:43])([C:40](O)=[O:41])[CH2:32][CH2:31]2.CCCCCC. The catalyst is CN(C)C1C=CN=CC=1.O1CCOCC1.C(OCC)(=O)C. (3) The reactants are [Cl:1][CH2:2][CH2:3][N:4]([CH2:21][CH2:22][Cl:23])[P:5]([NH2:20])(=[O:19])[O:6][CH:7](OC)[C:8]1[CH:13]=[CH:12][C:11]([N+:14]([O-:16])=[O:15])=[CH:10][CH:9]=1.[CH3:24]OC1C=C(C=CC=1[N+]([O-])=O)CO. No catalyst specified. The product is [Cl:1][CH2:2][CH2:3][N:4]([CH2:21][CH2:22][Cl:23])[P:5]([NH2:20])(=[O:19])[O:6][CH2:7][C:8]1[CH:13]=[CH:12][C:11]([N+:14]([O-:16])=[O:15])=[C:10]([CH3:24])[CH:9]=1. The yield is 0.410. (4) The reactants are [Cl:1][C:2]1[CH:7]=[CH:6][C:5]([C:8]2[C:12]([CH2:13][O:14][C:15]3[CH:23]=[CH:22][C:18]([C:19]([OH:21])=O)=[CH:17][N:16]=3)=[C:11]([CH3:24])[O:10][N:9]=2)=[CH:4][CH:3]=1.CC1ON=C(C2C=CC=CC=2)C=1COC1C=CC(C(O)=O)=CN=1.[NH2:48][C:49]([CH3:53])([CH3:52])[CH2:50][OH:51]. No catalyst specified. The product is [Cl:1][C:2]1[CH:3]=[CH:4][C:5]([C:8]2[C:12]([CH2:13][O:14][C:15]3[CH:23]=[CH:22][C:18]([C:19]([NH:48][C:49]([CH3:53])([CH3:52])[CH2:50][OH:51])=[O:21])=[CH:17][N:16]=3)=[C:11]([CH3:24])[O:10][N:9]=2)=[CH:6][CH:7]=1. The yield is 0.300. (5) The reactants are Cl.[Cl:2][C:3]1[CH:4]=[C:5]([CH:10]2[CH2:13][C:12]3([CH2:18][CH2:17][NH:16][CH2:15][CH2:14]3)[CH2:11]2)[CH:6]=[CH:7][C:8]=1[F:9].CC1C=C(C2CC3(CCN([C:35]([O:37][C:38]4[CH:43]=[CH:42][C:41]([N+:44]([O-:46])=[O:45])=[CH:40][CH:39]=4)=[O:36])CC3)C2)C=CC=1. No catalyst specified. The product is [Cl:2][C:3]1[CH:4]=[C:5]([CH:10]2[CH2:13][C:12]3([CH2:14][CH2:15][N:16]([C:35]([O:37][C:38]4[CH:39]=[CH:40][C:41]([N+:44]([O-:46])=[O:45])=[CH:42][CH:43]=4)=[O:36])[CH2:17][CH2:18]3)[CH2:11]2)[CH:6]=[CH:7][C:8]=1[F:9]. The yield is 0.340. (6) The reactants are [Na].[Cl:2][C:3]1[C:8]([Cl:9])=[CH:7][CH:6]=[CH:5][C:4]=1[S:10]([NH:13][C:14]1[CH:19]=[CH:18][C:17]([CH2:20][C:21]#[N:22])=[CH:16][CH:15]=1)(=[O:12])=[O:11].[CH2:23]([O:25]C=O)C. The catalyst is CCO. The product is [Cl:2][C:3]1[C:8]([Cl:9])=[CH:7][CH:6]=[CH:5][C:4]=1[S:10]([NH:13][C:14]1[CH:19]=[CH:18][C:17]([CH:20]([C:21]#[N:22])[CH:23]=[O:25])=[CH:16][CH:15]=1)(=[O:11])=[O:12]. The yield is 0.0100. (7) The reactants are [CH2:1]([O:3][CH2:4][C:5]1[N:6]([CH2:18][C:19]2([NH:25]C(=O)OC(C)(C)C)[CH2:24][CH2:23][CH2:22][CH2:21][CH2:20]2)[C:7]2[C:16]3[CH:15]=[CH:14][CH:13]=[CH:12][C:11]=3[N:10]=[CH:9][C:8]=2[N:17]=1)[CH3:2].Cl. The catalyst is C(O)C. The product is [CH2:1]([O:3][CH2:4][C:5]1[N:6]([CH2:18][C:19]2([NH2:25])[CH2:24][CH2:23][CH2:22][CH2:21][CH2:20]2)[C:7]2[C:16]3[CH:15]=[CH:14][CH:13]=[CH:12][C:11]=3[N:10]=[CH:9][C:8]=2[N:17]=1)[CH3:2]. The yield is 0.790.